Dataset: Human liver microsome stability data. Task: Regression/Classification. Given a drug SMILES string, predict its absorption, distribution, metabolism, or excretion properties. Task type varies by dataset: regression for continuous measurements (e.g., permeability, clearance, half-life) or binary classification for categorical outcomes (e.g., BBB penetration, CYP inhibition). Dataset: hlm. (1) The drug is COc1cc(-c2nccc3[nH]c(-c4ccc5cc[nH]c5c4)nc23)cc(OC)c1OC. The result is 0 (unstable in human liver microsomes). (2) The molecule is Oc1c2ccc(Nc3ccc(OC(F)(F)F)cc3)cc2nc2cc(F)cc(F)c12. The result is 0 (unstable in human liver microsomes). (3) The molecule is CCCCc1ccc(-c2nc(C)c(C(C)=NN=C(N)N)s2)cc1. The result is 0 (unstable in human liver microsomes). (4) The molecule is COc1ccc2[nH]c(C(=O)N3CC(=O)N(Cc4ccccc4O)[C@@H](Cc4ccccc4)C3)cc2c1. The result is 1 (stable in human liver microsomes). (5) The molecule is O=C(NCCCN1CCCC1=O)c1cnc(NCc2ccccc2)nc1NC1CCCC1. The result is 1 (stable in human liver microsomes). (6) The molecule is Cc1ccc(-c2c(C)c(C(=O)Nc3cccc(C)n3)nn2C)cc1. The result is 0 (unstable in human liver microsomes). (7) The drug is CCc1nc2ccc(Cl)cn2c1C(=O)NCc1ccc2oc(CN3CCOCC3)nc2c1. The result is 1 (stable in human liver microsomes). (8) The compound is COc1ccc2nc3cc(Oc4ccc(OC(F)(F)F)cc4)ccc3c(O)c2c1Cl. The result is 0 (unstable in human liver microsomes). (9) The molecule is O=C(NCCC(c1ccc(F)cc1)c1ccc(F)cc1)N1CCC(c2cnccn2)C1. The result is 1 (stable in human liver microsomes). (10) The compound is N#Cc1ccc(C(=O)N[C@H](c2cn(C3(C#N)CC3)nn2)C2CCCCC2)cc1. The result is 0 (unstable in human liver microsomes).